From a dataset of Catalyst prediction with 721,799 reactions and 888 catalyst types from USPTO. Predict which catalyst facilitates the given reaction. (1) Reactant: [F:1][C:2]1[CH:3]=[C:4]([C:8]2[CH:9]=[C:10]([CH:23]=[C:24]([CH3:26])[CH:25]=2)[C:11]([NH:13][C:14]2[C:19]([CH3:20])=[CH:18][CH:17]=[C:16]([OH:21])[C:15]=2[CH3:22])=O)[CH:5]=[CH:6][CH:7]=1. Product: [F:1][C:2]1[CH:3]=[C:4]([C:8]2[CH:9]=[C:10]([CH2:11][NH:13][C:14]3[C:15]([CH3:22])=[C:16]([OH:21])[CH:17]=[CH:18][C:19]=3[CH3:20])[CH:23]=[C:24]([CH3:26])[CH:25]=2)[CH:5]=[CH:6][CH:7]=1. The catalyst class is: 1. (2) Reactant: [CH3:1][O:2][CH2:3][CH2:4][O:5][CH2:6][CH2:7][O:8][C:9]1[N:14]=[C:13]([NH2:15])[N:12]=[C:11]([NH2:16])[C:10]=1[N:17]=O.[ClH:19]. Product: [ClH:19].[ClH:19].[CH3:1][O:2][CH2:3][CH2:4][O:5][CH2:6][CH2:7][O:8][C:9]1[N:14]=[C:13]([NH2:15])[N:12]=[C:11]([NH2:16])[C:10]=1[NH2:17]. The catalyst class is: 63.